Dataset: Forward reaction prediction with 1.9M reactions from USPTO patents (1976-2016). Task: Predict the product of the given reaction. (1) Given the reactants Cl[C:2]1[N:29]=[CH:28][CH:27]=[CH:26][C:3]=1[C:4]([NH:6][C:7]1[CH:12]=[C:11]([C:13]([F:16])([F:15])[F:14])[CH:10]=[C:9]([CH2:17][CH2:18][CH2:19][N:20]2[CH2:25][CH2:24][O:23][CH2:22][CH2:21]2)[CH:8]=1)=[O:5].[NH2:30][C:31]1[CH:39]=[C:38]2[C:34]([CH:35]=[N:36][NH:37]2)=[CH:33][CH:32]=1.C(O)(C(F)(F)F)=O, predict the reaction product. The product is: [NH:37]1[C:38]2[C:34](=[CH:33][CH:32]=[C:31]([NH:30][C:2]3[N:29]=[CH:28][CH:27]=[CH:26][C:3]=3[C:4]([NH:6][C:7]3[CH:12]=[C:11]([C:13]([F:16])([F:15])[F:14])[CH:10]=[C:9]([CH2:17][CH2:18][CH2:19][N:20]4[CH2:25][CH2:24][O:23][CH2:22][CH2:21]4)[CH:8]=3)=[O:5])[CH:39]=2)[CH:35]=[N:36]1. (2) Given the reactants [NH2:1][CH:2]([C:9]1[CH:14]=[CH:13][CH:12]=[CH:11][CH:10]=1)[C:3]([N:6]([CH3:8])[CH3:7])([CH3:5])[CH3:4].[Cl:15][C:16]1[CH:24]=[C:23]([CH3:25])[C:19]([C:20](O)=[O:21])=[C:18]([CH3:26])[CH:17]=1.C1C=CC2N(O)N=NC=2C=1.C(Cl)CCl, predict the reaction product. The product is: [Cl:15][C:16]1[CH:17]=[C:18]([CH3:26])[C:19]([C:20]([NH:1][CH:2]([C:9]2[CH:10]=[CH:11][CH:12]=[CH:13][CH:14]=2)[C:3]([N:6]([CH3:7])[CH3:8])([CH3:5])[CH3:4])=[O:21])=[C:23]([CH3:25])[CH:24]=1. (3) The product is: [F:23][C:24]1[CH:25]=[CH:26][C:27]([N:30]2[C:33](=[O:34])[C@H:32]([S:35][CH2:36][CH:37]([C:39]3[CH:40]=[CH:41][C:42]([F:45])=[CH:43][CH:44]=3)[OH:38])[C@H:31]2[C:46]2[CH:60]=[CH:59][C:49]([O:50][CH2:51][C:52]([NH:54][CH2:55][C:56]([NH:75][C:74]([C:79]3[CH:84]=[CH:83][CH:82]=[CH:81][CH:80]=3)([C:68]3[CH:73]=[CH:72][CH:71]=[CH:70][CH:69]=3)[C:76]([OH:78])=[O:77])=[O:58])=[O:53])=[CH:48][CH:47]=2)=[CH:28][CH:29]=1. Given the reactants CN(C(ON1N=NC2C=CC=CC1=2)=[N+](C)C)C.[B-](F)(F)(F)F.[F:23][C:24]1[CH:29]=[CH:28][C:27]([N:30]2[C:33](=[O:34])[C@H:32]([S:35][CH2:36][C:37]([C:39]3[CH:44]=[CH:43][C:42]([F:45])=[CH:41][CH:40]=3)=[O:38])[C@H:31]2[C:46]2[CH:60]=[CH:59][C:49]([O:50][CH2:51][C:52]([NH:54][CH2:55][C:56]([OH:58])=O)=[O:53])=[CH:48][CH:47]=2)=[CH:26][CH:25]=1.CN1CCOCC1.[C:68]1([C:74]([C:79]2[CH:84]=[CH:83][CH:82]=[CH:81][CH:80]=2)([C:76]([OH:78])=[O:77])[NH2:75])[CH:73]=[CH:72][CH:71]=[CH:70][CH:69]=1.[BH4-].[Na+].C([O-])(=O)C.[NH4+], predict the reaction product. (4) Given the reactants [NH:1]1[CH2:5][CH2:4][CH2:3][CH2:2]1.[CH3:6][C:7]([CH3:9])=O.[C-]#[N:11].[K+].[C:13]1([CH3:19])[CH:18]=[CH:17][CH:16]=[CH:15][CH:14]=1, predict the reaction product. The product is: [CH3:6][C:7]([N:1]1[CH2:5][CH2:4][CH2:3][CH2:2]1)([CH3:9])[CH:19]([NH2:11])[C:13]1[CH:18]=[CH:17][CH:16]=[CH:15][CH:14]=1. (5) Given the reactants [Cl:1][C:2]1[C:11]2[C:6](=[CH:7][CH:8]=[C:9]([F:12])[CH:10]=2)[C:5]([OH:13])=[CH:4][N:3]=1.C([O-])([O-])=O.[Cs+].[Cs+].[CH:20]1(Br)[CH2:22][CH2:21]1, predict the reaction product. The product is: [Cl:1][C:2]1[C:11]2[C:6](=[CH:7][CH:8]=[C:9]([F:12])[CH:10]=2)[C:5]([O:13][CH:20]2[CH2:22][CH2:21]2)=[CH:4][N:3]=1.